This data is from Full USPTO retrosynthesis dataset with 1.9M reactions from patents (1976-2016). The task is: Predict the reactants needed to synthesize the given product. (1) Given the product [Cl:1][C:2]1[CH:7]=[C:6]([Cl:8])[CH:5]=[CH:4][C:3]=1[C:9]1[CH:13]=[C:12]([O:14][CH:15]([F:16])[F:17])[N:11]([CH3:22])[N:10]=1, predict the reactants needed to synthesize it. The reactants are: [Cl:1][C:2]1[CH:7]=[C:6]([Cl:8])[CH:5]=[CH:4][C:3]=1[C:9]1[CH:13]=[C:12]([O:14][CH:15]([F:17])[F:16])[NH:11][N:10]=1.S(OC)(O[CH3:22])(=O)=O.[NH4+].[Cl-]. (2) Given the product [Cl:32][C:17]1[N:16]2[CH:19]=[CH:20][N:21]=[C:15]2[N:14]=[C:13]([Cl:3])[C:12]=1[C:6]1[CH:11]=[CH:10][CH:9]=[CH:8][CH:7]=1, predict the reactants needed to synthesize it. The reactants are: P(Cl)(Cl)([Cl:3])=O.[C:6]1([C:12]2[C:13](O)=[N:14][C:15]3[N:16]([CH:19]=[CH:20][N:21]=3)[C:17]=2O)[CH:11]=[CH:10][CH:9]=[CH:8][CH:7]=1.CN(C)C1C=CC=CC=1.[ClH:32]. (3) Given the product [C:34]1([S:33]([C:27]2[CH:28]=[CH:29][C:30]([Cl:32])=[CH:31][C:26]=2[N:18]([N:14]2[C:13](=[O:40])[C:12]3[C:17](=[C:8]([Br:7])[CH:9]=[C:10]([CH3:41])[CH:11]=3)[N:16]=[CH:15]2)[C:19](=[O:25])[O:20][C:21]([CH3:24])([CH3:23])[CH3:22])(=[O:1])=[O:42])[CH:35]=[CH:36][CH:37]=[CH:38][CH:39]=1, predict the reactants needed to synthesize it. The reactants are: [OH:1]OS([O-])=O.[K+].[Br:7][C:8]1[CH:9]=[C:10]([CH3:41])[CH:11]=[C:12]2[C:17]=1[N:16]=[CH:15][N:14]([N:18]([C:26]1[CH:31]=[C:30]([Cl:32])[CH:29]=[CH:28][C:27]=1[S:33][C:34]1[CH:39]=[CH:38][CH:37]=[CH:36][CH:35]=1)[C:19](=[O:25])[O:20][C:21]([CH3:24])([CH3:23])[CH3:22])[C:13]2=[O:40].[OH2:42]. (4) Given the product [C:15]([C:6]1[C:7]([CH2:12][CH2:13][CH3:14])=[N:8][C:9]2[C:4]([C:5]=1[C:17]1[CH:22]=[CH:21][CH:20]=[CH:19][CH:18]=1)=[CH:3][C:2]([O:1][CH2:24][C:25]([NH2:27])=[O:26])=[CH:11][CH:10]=2)#[N:16], predict the reactants needed to synthesize it. The reactants are: [OH:1][C:2]1[CH:3]=[C:4]2[C:9](=[CH:10][CH:11]=1)[N:8]=[C:7]([CH2:12][CH2:13][CH3:14])[C:6]([C:15]#[N:16])=[C:5]2[C:17]1[CH:22]=[CH:21][CH:20]=[CH:19][CH:18]=1.Cl[CH2:24][C:25]([NH2:27])=[O:26].C(=O)([O-])[O-].[K+].[K+].O. (5) Given the product [CH3:27][C:26]1[O:25][C:24]([C:28]2[CH:29]=[CH:30][CH:31]=[CH:32][CH:33]=2)=[N:23][C:22]=1[CH2:21][CH2:20][O:19][C:16]1[CH:17]=[CH:18][C:13]([CH2:12][NH:11][CH:4]([C:5]2[CH:6]=[CH:7][CH:8]=[CH:9][CH:10]=2)[C:3]([OH:34])=[O:2])=[CH:14][CH:15]=1, predict the reactants needed to synthesize it. The reactants are: C[O:2][C:3](=[O:34])[CH:4]([NH:11][CH2:12][C:13]1[CH:18]=[CH:17][C:16]([O:19][CH2:20][CH2:21][C:22]2[N:23]=[C:24]([C:28]3[CH:33]=[CH:32][CH:31]=[CH:30][CH:29]=3)[O:25][C:26]=2[CH3:27])=[CH:15][CH:14]=1)[C:5]1[CH:10]=[CH:9][CH:8]=[CH:7][CH:6]=1. (6) The reactants are: [CH3:1][C:2]1[C:6]([C:7]2[CH:12]=[CH:11][C:10]([C:13]3[N:14]=[C:15]4[CH:20]=[N:19][CH:18]=[CH:17][N:16]4[C:21]=3[NH:22][CH2:23][C:24]([O:26]C(C)(C)C)=[O:25])=[CH:9][CH:8]=2)=[C:5]([CH3:31])[O:4][N:3]=1.C(O)(C(F)(F)F)=O. Given the product [CH3:1][C:2]1[C:6]([C:7]2[CH:8]=[CH:9][C:10]([C:13]3[N:14]=[C:15]4[CH:20]=[N:19][CH:18]=[CH:17][N:16]4[C:21]=3[NH:22][CH2:23][C:24]([OH:26])=[O:25])=[CH:11][CH:12]=2)=[C:5]([CH3:31])[O:4][N:3]=1, predict the reactants needed to synthesize it. (7) Given the product [CH2:8]([O:7][C:1](=[O:6])[C:2]([C:3](=[O:4])[CH3:5])=[CH:14][C:13]1[CH:16]=[CH:17][C:18]([Cl:19])=[C:11]([Cl:10])[CH:12]=1)[CH3:9], predict the reactants needed to synthesize it. The reactants are: [C:1]([O:7][CH2:8][CH3:9])(=[O:6])[CH2:2][C:3]([CH3:5])=[O:4].[Cl:10][C:11]1[CH:12]=[C:13]([CH:16]=[CH:17][C:18]=1[Cl:19])[CH:14]=O. (8) Given the product [N:8]1[CH:13]=[CH:12][CH:11]=[CH:10][C:9]=1[NH:14][CH2:15][CH2:16][CH2:17][O:18][C:19]([NH:21][CH2:22][C:23]([OH:25])=[O:24])=[O:20], predict the reactants needed to synthesize it. The reactants are: FC(F)(F)C(O)=O.[N:8]1[CH:13]=[CH:12][CH:11]=[CH:10][C:9]=1[NH:14][CH2:15][CH2:16][CH2:17][O:18][C:19]([NH:21][CH2:22][C:23]([O:25]C(C)(C)C)=[O:24])=[O:20].